This data is from CYP2C9 inhibition data for predicting drug metabolism from PubChem BioAssay. The task is: Regression/Classification. Given a drug SMILES string, predict its absorption, distribution, metabolism, or excretion properties. Task type varies by dataset: regression for continuous measurements (e.g., permeability, clearance, half-life) or binary classification for categorical outcomes (e.g., BBB penetration, CYP inhibition). Dataset: cyp2c9_veith. (1) The drug is COC(=O)C(CCSC)NC(=O)CNS(=O)(=O)c1ccc(F)cc1. The result is 0 (non-inhibitor). (2) The drug is COC(=O)[C@@]1(Cc2ccccc2)[C@H]2c3cc(C(=O)N4CCCC4)n(Cc4ccccc4)c3C[C@H]2CN1C(=O)c1ccccc1. The result is 1 (inhibitor). (3) The molecule is C[C@@H]1O[C@H](C[N+](C)(C)C)C[C@H]1O. The result is 0 (non-inhibitor). (4) The molecule is Cc1ccccc1Oc1ccc(-c2nc(N)nc(N)n2)cc1. The result is 1 (inhibitor). (5) The drug is NC(=NCCC[C@H](N)C(=O)O)N[N+](=O)[O-]. The result is 0 (non-inhibitor). (6) The molecule is CCN1CCN(CCC(=O)Nc2cccc(OC)c2)CC1.Cl. The result is 0 (non-inhibitor). (7) The result is 0 (non-inhibitor). The molecule is COc1ccc(O[C@H]2C=C[C@@H](c3ccccc3)O[C@H]2COC(=O)CC/C(C)=N\O[C@@H](C)CN2CCCCc3nc(C)c(C)cc32)cc1.